Dataset: Full USPTO retrosynthesis dataset with 1.9M reactions from patents (1976-2016). Task: Predict the reactants needed to synthesize the given product. Given the product [Cl:3][C:4]1[CH:9]=[C:8]([O:10][C:12]2[CH:17]=[C:16]([F:18])[C:15]([N+:19]([O-:21])=[O:20])=[CH:14][C:13]=2[CH3:22])[CH:7]=[CH:6][N:5]=1, predict the reactants needed to synthesize it. The reactants are: [H-].[Na+].[Cl:3][C:4]1[CH:9]=[C:8]([OH:10])[CH:7]=[CH:6][N:5]=1.F[C:12]1[CH:17]=[C:16]([F:18])[C:15]([N+:19]([O-:21])=[O:20])=[CH:14][C:13]=1[CH3:22].